This data is from Catalyst prediction with 721,799 reactions and 888 catalyst types from USPTO. The task is: Predict which catalyst facilitates the given reaction. (1) Reactant: CC(OC(/N=N/C(OC(C)C)=O)=O)C.C1(P(C2C=CC=CC=2)C2C=CC=CC=2)C=CC=CC=1.[C:34]([O:37][C@@H:38]1[CH2:42][C@H:41]([C:43]2[N:47]3[C:48]4[CH:54]=[CH:53][N:52]([S:55]([C:58]5[CH:64]=[CH:63][C:61]([CH3:62])=[CH:60][CH:59]=5)(=[O:57])=[O:56])[C:49]=4[N:50]=[CH:51][C:46]3=[C:45]([C:65]3[CH:70]=[CH:69][C:68]([OH:71])=[CH:67][CH:66]=3)[N:44]=2)[N:40]([C:72](=[O:74])[CH3:73])[CH2:39]1)(=[O:36])[CH3:35].[CH3:75][C:76]1([CH2:80]O)[CH2:79][O:78][CH2:77]1. Product: [C:34]([O:37][C@@H:38]1[CH2:42][C@H:41]([C:43]2[N:47]3[C:48]4[CH:54]=[CH:53][N:52]([S:55]([C:58]5[CH:64]=[CH:63][C:61]([CH3:62])=[CH:60][CH:59]=5)(=[O:57])=[O:56])[C:49]=4[N:50]=[CH:51][C:46]3=[C:45]([C:65]3[CH:70]=[CH:69][C:68]([O:71][CH2:75][C:76]4([CH3:80])[CH2:79][O:78][CH2:77]4)=[CH:67][CH:66]=3)[N:44]=2)[N:40]([C:72](=[O:74])[CH3:73])[CH2:39]1)(=[O:36])[CH3:35]. The catalyst class is: 1. (2) Reactant: C[O:2][C:3]1[CH:4]=[C:5]([C:11]([C@@H:13]2[C@:22]3([CH3:23])[C@H:17]([C:18]([CH3:25])([CH3:24])[CH2:19][CH2:20][CH2:21]3)[CH2:16][CH:15]([C:26]([C:28]3[CH:33]=[CH:32][CH:31]=[CH:30][N:29]=3)=[O:27])[C@H:14]2[CH3:34])=[O:12])[CH:6]=[C:7]([O:9]C)[CH:8]=1.B(Br)(Br)Br.CO. Product: [CH3:34][C@@H:14]1[CH:15]([C:26]([C:28]2[CH:33]=[CH:32][CH:31]=[CH:30][N:29]=2)=[O:27])[CH2:16][C@@H:17]2[C@:22]([CH3:23])([CH2:21][CH2:20][CH2:19][C:18]2([CH3:25])[CH3:24])[C@H:13]1[C:11]([C:5]1[CH:6]=[C:7]([OH:9])[CH:8]=[C:3]([OH:2])[CH:4]=1)=[O:12]. The catalyst class is: 2. (3) Reactant: [CH2:1]([C:9]1[CH:14]=[CH:13][C:12]([CH:15]2[CH2:25][C:18]3([NH:22]C(=O)N[C:19]3=[O:24])[CH2:17][O:16]2)=[CH:11][CH:10]=1)[CH2:2][CH2:3][CH2:4][CH2:5][CH2:6][CH2:7][CH3:8].[OH-:26].[Na+].Cl. Product: [NH2:22][C:18]1([C:19]([OH:24])=[O:26])[CH2:25][CH:15]([C:12]2[CH:11]=[CH:10][C:9]([CH2:1][CH2:2][CH2:3][CH2:4][CH2:5][CH2:6][CH2:7][CH3:8])=[CH:14][CH:13]=2)[O:16][CH2:17]1. The catalyst class is: 6. (4) Reactant: [OH:1][C:2]1[C:10]2[N:9]=[C:8]([CH3:11])[N:7]([CH3:12])[C:6]=2[CH:5]=[C:4]([C:13]([O:15][CH2:16][CH3:17])=[O:14])[CH:3]=1.Br[CH:19]1[CH2:27][C:26]2[C:21](=[C:22]([CH3:29])[CH:23]=[CH:24][C:25]=2[CH3:28])[CH:20]1O.C(=O)([O-])[O-:32].[K+].[K+]. Product: [OH:32][C@@H:19]1[CH2:27][C:26]2[C:21](=[C:22]([CH3:29])[CH:23]=[CH:24][C:25]=2[CH3:28])[C@H:20]1[O:1][C:2]1[C:10]2[N:9]=[C:8]([CH3:11])[N:7]([CH3:12])[C:6]=2[CH:5]=[C:4]([C:13]([O:15][CH2:16][CH3:17])=[O:14])[CH:3]=1. The catalyst class is: 40.